Dataset: Reaction yield outcomes from USPTO patents with 853,638 reactions. Task: Predict the reaction yield, written as a fraction of the theoretical maximum amount of product (1.0 means a 100% yield; for example, 0.34 means a 34% yield). (1) The reactants are [CH:1]([S:4][C:5]1[CH:13]=[CH:12][C:11]([S:14](=[O:18])(=[O:17])[NH:15][CH3:16])=[CH:10][C:6]=1[C:7]([OH:9])=O)([CH3:3])[CH3:2].CN(C(ON1N=NC2C=CC=CC1=2)=[N+](C)C)C.[B-](F)(F)(F)F.C(N(C(C)C)C(C)C)C.[F:50][C:51]([F:65])([F:64])[C:52]1[CH:57]=[CH:56][C:55]([N:58]2[CH2:63][CH2:62][NH:61][CH2:60][CH2:59]2)=[CH:54][CH:53]=1. The catalyst is O1CCCC1. The product is [CH:1]([S:4][C:5]1[CH:13]=[CH:12][C:11]([S:14]([NH:15][CH3:16])(=[O:18])=[O:17])=[CH:10][C:6]=1[C:7]([N:61]1[CH2:60][CH2:59][N:58]([C:55]2[CH:54]=[CH:53][C:52]([C:51]([F:64])([F:65])[F:50])=[CH:57][CH:56]=2)[CH2:63][CH2:62]1)=[O:9])([CH3:2])[CH3:3]. The yield is 0.660. (2) The reactants are [O:1]=[C:2]1[CH:7]([N:8]2[C:16](=[O:17])[C:15]3[C:10](=[CH:11][CH:12]=[C:13]([C:18](O)=[O:19])[CH:14]=3)[C:9]2=[O:21])[CH2:6][CH2:5][C:4](=[O:22])[NH:3]1.CN(C(ON1N=NC2C=CC=NC1=2)=[N+](C)C)C.F[P-](F)(F)(F)(F)F.C(N(CC(O)=O)CCN(CC(O)=O)CC(O)=O)CN(CC(O)=O)CC(O)=O.[NH2:74][CH2:75][CH2:76][CH2:77][CH2:78][CH2:79][CH2:80][NH:81][C:82](=[O:88])[O:83][C:84]([CH3:87])([CH3:86])[CH3:85]. The catalyst is CN(C=O)C.CCOC(C)=O. The product is [O:1]=[C:2]1[CH:7]([N:8]2[C:16](=[O:17])[C:15]3[C:10](=[CH:11][CH:12]=[C:13]([C:18]([NH:74][CH2:75][CH2:76][CH2:77][CH2:78][CH2:79][CH2:80][NH:81][C:82](=[O:88])[O:83][C:84]([CH3:85])([CH3:87])[CH3:86])=[O:19])[CH:14]=3)[C:9]2=[O:21])[CH2:6][CH2:5][C:4](=[O:22])[NH:3]1. The yield is 0.460. (3) The reactants are [CH3:1][CH:2]([CH3:16])[CH2:3][CH:4](O)[CH2:5][C:6]1[O:10][N:9]=[C:8]([CH3:11])[C:7]=1[N+:12]([O-:14])=[O:13].CS(Cl)(=O)=O.C(N(CC)CC)C. The catalyst is ClCCl. The product is [CH3:11][C:8]1[C:7]([N+:12]([O-:14])=[O:13])=[C:6]([CH:5]=[CH:4][CH2:3][CH:2]([CH3:16])[CH3:1])[O:10][N:9]=1. The yield is 0.990. (4) The reactants are [F:1][C:2]([F:26])([F:25])[CH:3]([C:16]1[CH:21]=[C:20]([Cl:22])[C:19]([Cl:23])=[C:18]([Cl:24])[CH:17]=1)/[CH:4]=[CH:5]/[C:6]1[CH:7]=[C:8]2[C:12](=[CH:13][CH:14]=1)[CH:11]([NH2:15])[CH2:10][CH2:9]2.[F:27][C:28]([F:34])([F:33])[CH2:29][C:30](O)=[O:31].CCN=C=NCCCN(C)C.Cl.C1C=CC2N(O)N=NC=2C=1.O.CCN(C(C)C)C(C)C. The catalyst is C(Cl)Cl. The product is [F:27][C:28]([F:34])([F:33])[CH2:29][C:30]([NH:15][CH:11]1[C:12]2[C:8](=[CH:7][C:6](/[CH:5]=[CH:4]/[CH:3]([C:16]3[CH:17]=[C:18]([Cl:24])[C:19]([Cl:23])=[C:20]([Cl:22])[CH:21]=3)[C:2]([F:1])([F:25])[F:26])=[CH:14][CH:13]=2)[CH2:9][CH2:10]1)=[O:31]. The yield is 0.650. (5) The reactants are Br[CH2:2][C:3]1[CH:27]=[CH:26][C:6]([CH2:7][N:8]2[C:12]3[CH:13]=[CH:14][CH:15]=[CH:16][C:11]=3[N:10]([C:17]3[CH:22]=[CH:21][CH:20]=[CH:19][C:18]=3[F:23])[S:9]2(=[O:25])=[O:24])=[CH:5][CH:4]=1.[NH3:28]. No catalyst specified. The product is [F:23][C:18]1[CH:19]=[CH:20][CH:21]=[CH:22][C:17]=1[N:10]1[C:11]2[CH:16]=[CH:15][CH:14]=[CH:13][C:12]=2[N:8]([CH2:7][C:6]2[CH:26]=[CH:27][C:3]([CH2:2][NH2:28])=[CH:4][CH:5]=2)[S:9]1(=[O:24])=[O:25]. The yield is 1.00. (6) The reactants are [C:1]([NH:11][CH2:12][CH2:13][C:14]([OH:16])=[O:15])([O:3][CH2:4][C:5]1[CH:10]=[CH:9][CH:8]=[CH:7][CH:6]=1)=[O:2].BrCC(O[C:22]([CH3:25])([CH3:24])[CH3:23])=[O:20].C([O-])([O-])=O.[K+].[K+]. The catalyst is CC(C)=O. The product is [C:14]([OH:16])(=[O:15])[CH2:13][OH:20].[C:22]([N:11]([C:1]([O:3][CH2:4][C:5]1[CH:10]=[CH:9][CH:8]=[CH:7][CH:6]=1)=[O:2])[CH2:12][CH2:13][C:14]([OH:16])=[O:15])([CH3:25])([CH3:24])[CH3:23]. The yield is 0.990. (7) The reactants are [Br:1][C:2]1[CH:3]=[C:4]([C:9]2[CH:21]=[CH:20][C:12]3[NH:13][C:14](=[O:19])[O:15][C:16]([CH3:18])([CH3:17])[C:11]=3[CH:10]=2)[CH:5]=[C:6]([F:8])[CH:7]=1.[H-].[Na+].I[CH3:25].[Cl-].[NH4+]. The catalyst is CN(C=O)C. The product is [Br:1][C:2]1[CH:3]=[C:4]([C:9]2[CH:21]=[CH:20][C:12]3[N:13]([CH3:25])[C:14](=[O:19])[O:15][C:16]([CH3:17])([CH3:18])[C:11]=3[CH:10]=2)[CH:5]=[C:6]([F:8])[CH:7]=1. The yield is 0.870. (8) The reactants are Cl[C:2]1[C:7]2=[CH:8][N:9]([CH2:11][C:12]3[CH:13]=[N:14][C:15]([O:19][CH2:20][C:21]([F:24])([F:23])[F:22])=[C:16]([CH3:18])[CH:17]=3)[N:10]=[C:6]2[CH:5]=[CH:4][N:3]=1.[NH:25]1[CH2:30][CH2:29][O:28][CH2:27][CH2:26]1.C(=O)([O-])[O-].[K+].[K+]. The catalyst is CC(N(C)C)=O.CCOC(C)=O. The product is [CH3:18][C:16]1[CH:17]=[C:12]([CH2:11][N:9]2[CH:8]=[C:7]3[C:2]([N:25]4[CH2:30][CH2:29][O:28][CH2:27][CH2:26]4)=[N:3][CH:4]=[CH:5][C:6]3=[N:10]2)[CH:13]=[N:14][C:15]=1[O:19][CH2:20][C:21]([F:24])([F:23])[F:22]. The yield is 0.370. (9) The reactants are [O:1]=[C:2]1[CH:6]=[CH:5][C:4](=[O:7])[N:3]1[C:8]1[CH:15]=[CH:14][C:11]([C:12]#[N:13])=[C:10]([C:16]([F:19])([F:18])[F:17])[CH:9]=1.[CH3:20][C:21]1[O:22][C:23]([CH3:26])=[CH:24][CH:25]=1. The catalyst is C1(C)C=CC=CC=1. The product is [CH3:20][C:21]12[O:22][C:23]([CH3:26])([CH:24]=[CH:25]1)[CH:6]1[CH:5]2[C:4](=[O:7])[N:3]([C:8]2[CH:15]=[CH:14][C:11]([C:12]#[N:13])=[C:10]([C:16]([F:17])([F:19])[F:18])[CH:9]=2)[C:2]1=[O:1]. The yield is 0.900. (10) The reactants are CC(OC([NH:8][C@@H:9]([CH2:14][CH2:15][C:16](=O)[C:17]1[CH:22]=[CH:21][C:20]([O:23][CH2:24][C:25]2[CH:30]=[CH:29][CH:28]=[CH:27][CH:26]=2)=[CH:19][CH:18]=1)[C:10]([O:12][CH3:13])=[O:11])=O)(C)C.FC(F)(F)C(O)=O. The catalyst is C(Cl)Cl. The product is [C:25]1([CH2:24][O:23][C:20]2[CH:21]=[CH:22][C:17]([C:16]3[CH2:15][CH2:14][C@@H:9]([C:10]([O:12][CH3:13])=[O:11])[N:8]=3)=[CH:18][CH:19]=2)[CH:30]=[CH:29][CH:28]=[CH:27][CH:26]=1. The yield is 0.910.